This data is from Full USPTO retrosynthesis dataset with 1.9M reactions from patents (1976-2016). The task is: Predict the reactants needed to synthesize the given product. (1) Given the product [CH3:17][O:16][CH2:21][NH:26][C:8]([CH:6]1[CH2:7][CH:4]([CH2:3][C:2]([CH3:12])([CH3:11])[CH3:1])[CH2:5]1)=[O:9], predict the reactants needed to synthesize it. The reactants are: [CH3:1][C:2]([CH3:12])([CH3:11])[CH2:3][CH:4]1[CH2:7][CH:6]([C:8](O)=[O:9])[CH2:5]1.Cl.CN[O:16][CH3:17].C1C=C[C:21]2[N:26](O)N=NC=2C=1.CCN=C=NCCCN(C)C.Cl. (2) Given the product [CH3:33][C:9]1[N:8]([C:5]2[CH:4]=[CH:3][C:2]([O:1][CH:35]([CH3:34])[CH2:36][C:37]#[CH:38])=[CH:7][CH:6]=2)[C:13](=[O:14])[C:12]([CH2:15][C:16]2[CH:21]=[CH:20][C:19]([C:22]3[CH:27]=[CH:26][CH:25]=[CH:24][C:23]=3[C:28]3[NH:60][C:61](=[O:62])[O:63][N:29]=3)=[CH:18][CH:17]=2)=[C:11]([CH2:30][CH2:31][CH3:32])[N:10]=1, predict the reactants needed to synthesize it. The reactants are: [OH:1][C:2]1[CH:7]=[CH:6][C:5]([N:8]2[C:13](=[O:14])[C:12]([CH2:15][C:16]3[CH:21]=[CH:20][C:19]([C:22]4[C:23]([C:28]#[N:29])=[CH:24][CH:25]=[CH:26][CH:27]=4)=[CH:18][CH:17]=3)=[C:11]([CH2:30][CH2:31][CH3:32])[N:10]=[C:9]2[CH3:33])=[CH:4][CH:3]=1.[CH3:34][CH:35](O)[CH2:36][C:37]#[CH:38].C1(P(C2C=CC=CC=2)C2C=CC=CC=2)C=CC=CC=1.[N:60]([C:61]([O:63]C(C)C)=[O:62])=[N:60][C:61]([O:63]C(C)C)=[O:62]. (3) Given the product [F:27][C:28]1[C:29]([C:35]2[N:36]=[C:24]([CH:10]3[CH2:11][CH:12]([C:14]4[CH:15]=[CH:16][C:17]([C:20]([F:21])([F:23])[F:22])=[CH:18][CH:19]=4)[CH2:13][N:8]([C:6]([N:4]4[CH2:3][CH:2]([OH:1])[CH2:5]4)=[O:7])[CH2:9]3)[O:26][N:38]=2)=[N:30][CH:31]=[C:32]([F:34])[CH:33]=1, predict the reactants needed to synthesize it. The reactants are: [OH:1][CH:2]1[CH2:5][N:4]([C:6]([N:8]2[CH2:13][CH:12]([C:14]3[CH:19]=[CH:18][C:17]([C:20]([F:23])([F:22])[F:21])=[CH:16][CH:15]=3)[CH2:11][CH:10]([C:24]([OH:26])=O)[CH2:9]2)=[O:7])[CH2:3]1.[F:27][C:28]1[C:29]([C:35](=[NH:38])[NH:36]O)=[N:30][CH:31]=[C:32]([F:34])[CH:33]=1. (4) Given the product [CH3:1][C:2]1[CH:7]=[CH:6][C:5]([C:8]2[O:12][N:11]=[CH:10][C:9]=2[C:13]([N:16]2[CH2:20][CH2:19][CH2:18][CH2:17]2)=[O:14])=[CH:4][CH:3]=1, predict the reactants needed to synthesize it. The reactants are: [CH3:1][C:2]1[CH:7]=[CH:6][C:5]([C:8]2[O:12][N:11]=[CH:10][C:9]=2[C:13](Cl)=[O:14])=[CH:4][CH:3]=1.[NH:16]1[CH2:20][CH2:19][CH2:18][CH2:17]1.